From a dataset of Catalyst prediction with 721,799 reactions and 888 catalyst types from USPTO. Predict which catalyst facilitates the given reaction. Reactant: [OH:1][CH:2]1[CH2:7][CH2:6][CH2:5][CH:4]([C:8]([OH:10])=[O:9])[CH2:3]1. Product: [OH:1][C@@H:2]1[CH2:7][CH2:6][CH2:5][C@H:4]([C:8]([OH:10])=[O:9])[CH2:3]1. The catalyst class is: 856.